Predict which catalyst facilitates the given reaction. From a dataset of Catalyst prediction with 721,799 reactions and 888 catalyst types from USPTO. (1) The catalyst class is: 5. Product: [C:32]([OH:33])(=[O:4])/[CH:31]=[CH:26]/[C:47]([OH:49])=[O:50].[C:32]([OH:33])(=[O:4])/[CH:31]=[CH:26]/[C:47]([OH:49])=[O:50].[O:11]1[CH2:12][CH2:13][O:9][CH:10]1[CH2:14][N:15]1[CH2:16][CH2:17][CH:18]([CH2:21][CH2:22][C:23]2[C:27]3[CH:28]=[CH:29][C:30]([CH2:34][NH:35][CH2:36][C:37]4[CH:38]=[CH:39][C:40]([C:41]#[N:42])=[CH:43][CH:44]=4)=[C:31]([CH2:32][NH:2][CH3:1])[C:26]=3[O:25][N:24]=2)[CH2:19][CH2:20]1. Reactant: [CH3:1][NH2:2].S([O-])([O-])(=O)=[O:4].[Mg+2].[O:9]1[CH2:13][CH2:12][O:11][CH:10]1[CH2:14][N:15]1[CH2:20][CH2:19][CH:18]([CH2:21][CH2:22][C:23]2[C:27]3[CH:28]=[CH:29][C:30]([CH2:34][NH:35][CH2:36][C:37]4[CH:44]=[CH:43][C:40]([C:41]#[N:42])=[CH:39][CH:38]=4)=[C:31]([CH:32]=[O:33])[C:26]=3[O:25][N:24]=2)[CH2:17][CH2:16]1.[BH4-].[Na+].[C:47](=[O:50])([OH:49])[O-].[Na+]. (2) Reactant: [OH:1][CH2:2][C@@H:3]([NH:6][C:7](=[O:13])[O:8][C:9]([CH3:12])([CH3:11])[CH3:10])[CH2:4][CH3:5].C(N(CC)CC)C.[CH3:21][S:22](Cl)(=[O:24])=[O:23].O. Product: [CH3:21][S:22]([O:1][CH2:2][C@@H:3]([NH:6][C:7]([O:8][C:9]([CH3:12])([CH3:11])[CH3:10])=[O:13])[CH2:4][CH3:5])(=[O:24])=[O:23]. The catalyst class is: 28.